From a dataset of Catalyst prediction with 721,799 reactions and 888 catalyst types from USPTO. Predict which catalyst facilitates the given reaction. (1) Reactant: Cl[C:2]1[N:7]=[C:6]([O:8][C:9]2[CH:25]=[CH:24][CH:23]=[CH:22][C:10]=2[CH2:11][NH:12][C:13]([NH:15][C:16]2[O:17][CH:18]=[C:19]([CH3:21])[N:20]=2)=[O:14])[CH:5]=[CH:4][N:3]=1.[NH:26]1[CH2:31][CH2:30][O:29][CH2:28][CH2:27]1. Product: [O:29]1[CH2:30][CH2:31][N:26]([C:2]2[N:7]=[C:6]([O:8][C:9]3[CH:25]=[CH:24][CH:23]=[CH:22][C:10]=3[CH2:11][NH:12][C:13]([NH:15][C:16]3[O:17][CH:18]=[C:19]([CH3:21])[N:20]=3)=[O:14])[CH:5]=[CH:4][N:3]=2)[CH2:27][CH2:28]1. The catalyst class is: 8. (2) Reactant: [CH2:1]([P:4]([CH:9]([P:34]([CH2:39][CH:40]=[CH2:41])([CH2:36][CH:37]=[CH2:38])=[O:35])[NH:10][C:11](=[O:33])[NH:12][CH2:13][CH2:14][CH2:15][C:16]([O:18]CC1C2C=CC=CC=2C2C1=CC=CC=2)=[O:17])([CH2:6][CH:7]=[CH2:8])=[O:5])[CH:2]=[CH2:3].N1CCCCC1. Product: [CH2:1]([P:4]([CH:9]([P:34]([CH2:36][CH:37]=[CH2:38])([CH2:39][CH:40]=[CH2:41])=[O:35])[NH:10][C:11](=[O:33])[NH:12][CH2:13][CH2:14][CH2:15][C:16]([OH:18])=[O:17])([CH2:6][CH:7]=[CH2:8])=[O:5])[CH:2]=[CH2:3]. The catalyst class is: 634. (3) The catalyst class is: 1. Product: [F:18][C:19]1[CH:20]=[C:21]2[C:26](=[CH:27][CH:28]=1)[N:25]=[C:24]([C:29]([NH:17][CH2:16][C:12]1[CH:13]=[CH:14][CH:15]=[C:10]([O:9][CH2:8][CH2:7][S:6][C:3]3[N:4]=[CH:5][NH:1][N:2]=3)[CH:11]=1)=[O:30])[NH:23][C:22]2=[O:34]. Reactant: [NH:1]1[CH:5]=[N:4][C:3]([S:6][CH2:7][CH2:8][O:9][C:10]2[CH:11]=[C:12]([CH2:16][NH2:17])[CH:13]=[CH:14][CH:15]=2)=[N:2]1.[F:18][C:19]1[CH:20]=[C:21]2[C:26](=[CH:27][CH:28]=1)[N:25]=[C:24]([C:29](OCC)=[O:30])[NH:23][C:22]2=[O:34].C(N(C(C)C)CC)(C)C.C(O)C.